This data is from Forward reaction prediction with 1.9M reactions from USPTO patents (1976-2016). The task is: Predict the product of the given reaction. (1) Given the reactants [Br:1][C:2]1[S:6][C:5]([C:7]([OH:9])=O)=[CH:4][CH:3]=1.CN1CCOCC1.CN(C(ON1N=NC2C=CC=CC1=2)=[N+](C)C)C.[B-](F)(F)(F)F.FC(F)(F)C(O)=O.[NH2:46][CH:47]1[CH2:51][N:50]([C:52]2[CH:61]=[CH:60][C:55]([C:56]([O:58][CH3:59])=[O:57])=[C:54]([CH3:62])[CH:53]=2)[C:49](=[O:63])[CH2:48]1.C(=O)([O-])O.[Na+], predict the reaction product. The product is: [Br:1][C:2]1[S:6][C:5]([C:7]([NH:46][CH:47]2[CH2:51][N:50]([C:52]3[CH:61]=[CH:60][C:55]([C:56]([O:58][CH3:59])=[O:57])=[C:54]([CH3:62])[CH:53]=3)[C:49](=[O:63])[CH2:48]2)=[O:9])=[CH:4][CH:3]=1. (2) Given the reactants [C:1]([O:7][CH2:8][CH2:9][O:10][CH3:11])(=[O:6])[CH2:2][C:3]([CH3:5])=O.[Br:12][C:13]1[CH:14]=[C:15]([CH:18]=[CH:19][CH:20]=1)[CH:16]=O.[NH4+:21].[OH-:22], predict the reaction product. The product is: [CH3:11][O:10][CH2:9][CH2:8][O:7][C:1]([C:2]1[CH:16]([C:15]2[CH:18]=[CH:19][CH:20]=[C:13]([Br:12])[CH:14]=2)[C:2]([C:1]([O:7][CH2:8][CH2:9][O:10][CH3:11])=[O:22])=[C:3]([CH3:5])[NH:21][C:3]=1[CH3:5])=[O:6]. (3) Given the reactants [N:1]1[CH:6]=[CH:5][CH:4]=[C:3]([CH:7]=O)[CH:2]=1.[NH2:9][C:10]1[S:11][C:12]([S:15]([C:18]2[CH:23]=[CH:22][C:21]([N+:24]([O-:26])=[O:25])=[CH:20][CH:19]=2)(=[O:17])=[O:16])=[CH:13][N:14]=1.C([O:29][C:30](=O)[C:31]([OH:42])=[CH:32][C:33](=[O:41])[C:34]1[CH:39]=[CH:38][C:37]([CH3:40])=[CH:36][CH:35]=1)C, predict the reaction product. The product is: [OH:42][C:31]1[C:30](=[O:29])[N:9]([C:10]2[S:11][C:12]([S:15]([C:18]3[CH:19]=[CH:20][C:21]([N+:24]([O-:26])=[O:25])=[CH:22][CH:23]=3)(=[O:16])=[O:17])=[CH:13][N:14]=2)[CH:7]([C:3]2[CH:2]=[N:1][CH:6]=[CH:5][CH:4]=2)[C:32]=1[C:33](=[O:41])[C:34]1[CH:39]=[CH:38][C:37]([CH3:40])=[CH:36][CH:35]=1. (4) Given the reactants [CH3:1][N:2]1[C@@H:18]2[CH2:19][C:7]3[CH:8]=[CH:9][C:10]([OH:22])=[C:11]4[O:12][C@H:13]5[C:14]([O:20]C)=[CH:15][CH:16]=[C:17]2[C@:5]5([C:6]=34)[CH2:4][CH2:3]1.[OH2:23], predict the reaction product. The product is: [CH3:1][N:2]1[C@@H:18]2[CH2:19][C:7]3=[CH:8][CH:9]=[C:10]([OH:22])[C:11]4[O:12][C@H:13]5[C:14]([CH2:15][CH2:16][C@:17]2([OH:23])[C@:5]5([C:6]=43)[CH2:4][CH2:3]1)=[O:20].